Dataset: Rat liver microsome stability data. Task: Regression/Classification. Given a drug SMILES string, predict its absorption, distribution, metabolism, or excretion properties. Task type varies by dataset: regression for continuous measurements (e.g., permeability, clearance, half-life) or binary classification for categorical outcomes (e.g., BBB penetration, CYP inhibition). Dataset: rlm. (1) The compound is Cn1cc(C=C2C(=O)NN=C2c2nccs2)c2c(OCc3ccccc3)cccc21. The result is 1 (stable in rat liver microsomes). (2) The molecule is O=C(NCCc1ccccn1)C1CC(=O)N(c2[nH]nc3cc(Br)ccc23)C1. The result is 1 (stable in rat liver microsomes). (3) The compound is Cc1ccc(C(NC(=O)CNc2ccc(C#N)cc2)c2cc(Cl)c3cccnc3c2O)cc1. The result is 1 (stable in rat liver microsomes). (4) The drug is Cc1cc(C)nc(NC(=S)N2CCN(c3cccc(C(F)(F)F)n3)CC2)c1. The result is 1 (stable in rat liver microsomes). (5) The compound is CNC[C@H](O)CCN1c2ccccc2N(c2ccccc2C)S1(=O)=O. The result is 1 (stable in rat liver microsomes). (6) The molecule is O=C(c1ccc2c(c1)OCO2)N1CCC(Cc2nc(-c3cnccn3)no2)CC1. The result is 0 (unstable in rat liver microsomes). (7) The result is 0 (unstable in rat liver microsomes). The molecule is Fc1ccccc1-c1ccc(Nc2nc(-c3ccncc3)nc3ccccc23)cc1F. (8) The molecule is N#CC(=C(O)c1cc(O)c(O)c([N+](=O)[O-])c1)c1nccs1. The result is 0 (unstable in rat liver microsomes). (9) The drug is Cc1ccc(-c2ccc(CNc3nc(-c4ccccc4C(C)C)nc4ccccc34)cc2)cn1. The result is 1 (stable in rat liver microsomes).